Dataset: Forward reaction prediction with 1.9M reactions from USPTO patents (1976-2016). Task: Predict the product of the given reaction. (1) Given the reactants [Br-:1].[Br-].C1(P(C2C=CC=CC=2)C2C=CC=CC=2)C=CC=CC=1.[F:22][C:23]1[CH:28]=[CH:27][C:26]([C:29]2[CH:34]=[CH:33][CH:32]=[CH:31][CH:30]=2)=[C:25]([CH2:35]O)[CH:24]=1, predict the reaction product. The product is: [Br:1][CH2:35][C:25]1[CH:24]=[C:23]([F:22])[CH:28]=[CH:27][C:26]=1[C:29]1[CH:34]=[CH:33][CH:32]=[CH:31][CH:30]=1. (2) Given the reactants [NH:1]1[C:9]2[C:4](=[CH:5][CH:6]=[C:7]([C:10]([OH:12])=[O:11])[CH:8]=2)[CH:3]=[CH:2]1.[H-].[Na+].[CH2:15](Br)[C:16]1[CH:21]=[CH:20][CH:19]=[CH:18][CH:17]=1, predict the reaction product. The product is: [CH2:15]([N:1]1[C:9]2[C:4](=[CH:5][CH:6]=[C:7]([C:10]([O:12][CH2:3][C:4]3[CH:9]=[CH:8][CH:7]=[CH:6][CH:5]=3)=[O:11])[CH:8]=2)[CH:3]=[CH:2]1)[C:16]1[CH:21]=[CH:20][CH:19]=[CH:18][CH:17]=1. (3) Given the reactants [CH:1]1([NH:4][C:5]2[C:10]([C:11]([OH:13])=O)=[CH:9][N:8]=[C:7]3[N:14]([CH2:17][CH3:18])[N:15]=[CH:16][C:6]=23)[CH2:3][CH2:2]1.Cl.[CH3:20][NH:21][O:22][CH3:23].OC1C2N=NNC=2C=CC=1.CN1CCOCC1.Cl.CN(C)CCCN=C=NCC, predict the reaction product. The product is: [CH:1]1([NH:4][C:5]2[C:10]([C:11]([N:21]([O:22][CH3:23])[CH3:20])=[O:13])=[CH:9][N:8]=[C:7]3[N:14]([CH2:17][CH3:18])[N:15]=[CH:16][C:6]=23)[CH2:2][CH2:3]1. (4) Given the reactants [CH:1]1([O:4][C:5]2[CH:33]=[CH:32][C:8]([C:9]([N:11]([CH2:15][C:16]3[CH:31]=[CH:30][CH:29]=[CH:28][C:17]=3[O:18][CH2:19][CH2:20][CH2:21][CH2:22][CH2:23][C:24]([O:26]C)=[O:25])[CH:12]([CH3:14])[CH3:13])=[O:10])=[CH:7][CH:6]=2)[CH2:3][CH2:2]1.O.[OH-].[Li+].Cl, predict the reaction product. The product is: [CH:1]1([O:4][C:5]2[CH:6]=[CH:7][C:8]([C:9]([N:11]([CH2:15][C:16]3[CH:31]=[CH:30][CH:29]=[CH:28][C:17]=3[O:18][CH2:19][CH2:20][CH2:21][CH2:22][CH2:23][C:24]([OH:26])=[O:25])[CH:12]([CH3:14])[CH3:13])=[O:10])=[CH:32][CH:33]=2)[CH2:2][CH2:3]1. (5) Given the reactants [NH2:1][C:2]1[N:11]=[C:10]([CH3:12])[C:9]2[C:8](=[O:13])[CH2:7][CH:6]([C:14]3[CH:19]=[CH:18][CH:17]=[CH:16][C:15]=3[C:20]3[CH2:25][CH2:24][CH2:23][CH2:22][CH:21]=3)[CH2:5][C:4]=2[N:3]=1.CCN(C(C)C)C(C)C.[H][H], predict the reaction product. The product is: [NH2:1][C:2]1[N:11]=[C:10]([CH3:12])[C:9]2[C:8](=[O:13])[CH2:7][CH:6]([C:14]3[CH:19]=[CH:18][CH:17]=[CH:16][C:15]=3[CH:20]3[CH2:21][CH2:22][CH2:23][CH2:24][CH2:25]3)[CH2:5][C:4]=2[N:3]=1. (6) The product is: [Cl:1][C:2]1[CH:7]=[C:6]([Cl:8])[C:5]([O:9][CH3:10])=[CH:4][C:3]=1[NH:11][C:12]1[C:21]2[C:16](=[CH:17][C:18]([O:37][CH2:36][CH2:35][CH:32]3[CH2:33][CH2:34][N:29]([CH3:28])[CH2:30][CH2:31]3)=[C:19]([O:22][CH2:23][CH3:24])[CH:20]=2)[N:15]=[CH:14][C:13]=1[C:26]#[N:27]. Given the reactants [Cl:1][C:2]1[CH:7]=[C:6]([Cl:8])[C:5]([O:9][CH3:10])=[CH:4][C:3]=1[NH:11][C:12]1[C:21]2[C:16](=[CH:17][C:18](F)=[C:19]([O:22][CH2:23][CH3:24])[CH:20]=2)[N:15]=[CH:14][C:13]=1[C:26]#[N:27].[CH3:28][N:29]1[CH2:34][CH2:33][CH:32]([CH2:35][CH2:36][OH:37])[CH2:31][CH2:30]1.[H-].[Na+].O, predict the reaction product.